Dataset: Full USPTO retrosynthesis dataset with 1.9M reactions from patents (1976-2016). Task: Predict the reactants needed to synthesize the given product. (1) Given the product [F:8][C:9]1[CH:16]=[CH:15][C:12]([CH2:13][N:5]2[C:4](=[O:6])[CH2:3][CH2:2][C:1]2=[O:7])=[CH:11][CH:10]=1, predict the reactants needed to synthesize it. The reactants are: [C:1]1(=[O:7])[NH:5][C:4](=[O:6])[CH2:3][CH2:2]1.[F:8][C:9]1[CH:16]=[CH:15][C:12]([CH2:13]Br)=[CH:11][CH:10]=1. (2) The reactants are: C([N:4]1[CH2:10][C:9]([CH3:12])([CH3:11])[C:8](=[O:13])[N:7]([CH3:14])[C:6]2[CH:15]=[N:16][C:17]([Cl:19])=[N:18][C:5]1=2)C=C.O. Given the product [Cl:19][C:17]1[N:16]=[CH:15][C:6]2[N:7]([CH3:14])[C:8](=[O:13])[C:9]([CH3:11])([CH3:12])[CH2:10][NH:4][C:5]=2[N:18]=1, predict the reactants needed to synthesize it. (3) Given the product [Cl:1][C:2]1[CH:3]=[C:4]([CH2:21][C:22]([OH:24])=[O:23])[CH:5]=[CH:6][C:7]=1[NH:8][C:9]([C:11]1[C:20]2[C:15](=[CH:16][CH:17]=[CH:18][CH:19]=2)[CH:14]=[CH:13][N:12]=1)=[O:10], predict the reactants needed to synthesize it. The reactants are: [Cl:1][C:2]1[CH:3]=[C:4]([CH2:21][C:22]([O:24]C)=[O:23])[CH:5]=[CH:6][C:7]=1[NH:8][C:9]([C:11]1[C:20]2[C:15](=[CH:16][CH:17]=[CH:18][CH:19]=2)[CH:14]=[CH:13][N:12]=1)=[O:10].[OH-].[Na+].Cl. (4) Given the product [C:1]([O:4][C@H:5]1[C@H:11]([O:12][C:13](=[O:15])[CH3:14])[C@@H:10]([O:16][C:17](=[O:19])[CH3:18])[C@:9]2([C:21]3[CH:26]=[CH:25][C:24]([Cl:27])=[C:23]([CH2:28][C:29]4[CH:30]=[CH:31][C:32]([C:60]#[C:59][Si:55]([CH3:58])([CH3:57])[CH3:56])=[CH:33][CH:34]=4)[CH:22]=3)[O:20][C@@:6]1([CH2:43][O:44][C:45](=[O:47])[CH3:46])[CH2:7][O:8]2)(=[O:3])[CH3:2], predict the reactants needed to synthesize it. The reactants are: [C:1]([O:4][C@H:5]1[C@H:11]([O:12][C:13](=[O:15])[CH3:14])[C@@H:10]([O:16][C:17](=[O:19])[CH3:18])[C@:9]2([C:21]3[CH:26]=[CH:25][C:24]([Cl:27])=[C:23]([CH2:28][C:29]4[CH:34]=[CH:33][C:32](OS(C(F)(F)F)(=O)=O)=[CH:31][CH:30]=4)[CH:22]=3)[O:20][C@@:6]1([CH2:43][O:44][C:45](=[O:47])[CH3:46])[CH2:7][O:8]2)(=[O:3])[CH3:2].C(N(CC)CC)C.[Si:55]([C:59]#[CH:60])([CH3:58])([CH3:57])[CH3:56].O. (5) Given the product [F:19][C:2]([F:1])([F:18])[C:3]1[CH:4]=[C:5]([CH:15]=[CH:16][CH:17]=1)[CH2:6][O:7][N:8]=[C:9]1[CH2:14][CH2:13][N:12]([S:37]([C:36]2[CH:41]=[CH:26][C:25]([NH2:22])=[CH:34][CH:33]=2)(=[O:38])=[O:39])[CH2:11][CH2:10]1, predict the reactants needed to synthesize it. The reactants are: [F:1][C:2]([F:19])([F:18])[C:3]1[CH:4]=[C:5]([CH:15]=[CH:16][CH:17]=1)[CH2:6][O:7][N:8]=[C:9]1[CH2:14][CH2:13][NH:12][CH2:11][CH2:10]1.C([N:22]([CH2:25][CH3:26])CC)C.[N+](C1C=[CH:34][C:33]([CH2:36][S:37](Cl)(=[O:39])=[O:38])=CC=1)([O-])=O.[C:41]([O-])(O)=O.[Na+].[NH4+].[Cl-]. (6) Given the product [CH2:11]([O:10][C:7]1[CH:8]=[CH:9][C:4]([C:3]([OH:21])=[O:2])=[CH:5][C:6]=1[N+:18]([O-:20])=[O:19])[C:12]1[CH:13]=[CH:14][CH:15]=[CH:16][CH:17]=1, predict the reactants needed to synthesize it. The reactants are: C[O:2][C:3](=[O:21])[C:4]1[CH:9]=[CH:8][C:7]([O:10][CH2:11][C:12]2[CH:17]=[CH:16][CH:15]=[CH:14][CH:13]=2)=[C:6]([N+:18]([O-:20])=[O:19])[CH:5]=1.CO.[OH-].[K+].Cl. (7) Given the product [CH3:1][S:2]([C:5]1[CH:10]=[CH:9][C:8]([NH:11][C:12]([C:14]2[CH:18]=[C:17]([CH3:19])[N:16]([C:20]3[CH:25]=[CH:24][C:23]([Br:26])=[CH:22][C:21]=3[C:27]([F:29])([F:30])[F:28])[C:15]=2[CH3:31])=[O:13])=[CH:7][CH:6]=1)(=[O:3])=[O:4].[CH3:1][S:2]([C:5]1[CH:10]=[CH:9][C:8]([NH:11][C:12]([C:14]2[CH:18]=[C:17]([CH3:19])[N:16]([C:20]3[CH:25]=[CH:24][C:23]([NH:38][C:36](=[O:37])[C:35]4[CH:39]=[CH:40][C:41]([C:43]([F:45])([F:46])[F:44])=[CH:42][C:34]=4[C:33]([F:32])([F:47])[F:48])=[CH:22][C:21]=3[C:27]([F:30])([F:29])[F:28])[C:15]=2[CH3:31])=[O:13])=[CH:7][CH:6]=1)(=[O:4])=[O:3], predict the reactants needed to synthesize it. The reactants are: [CH3:1][S:2]([C:5]1[CH:10]=[CH:9][C:8]([NH:11][C:12]([C:14]2[CH:18]=[C:17]([CH3:19])[N:16]([C:20]3[CH:25]=[CH:24][C:23]([Br:26])=[CH:22][C:21]=3[C:27]([F:30])([F:29])[F:28])[C:15]=2[CH3:31])=[O:13])=[CH:7][CH:6]=1)(=[O:4])=[O:3].[F:32][C:33]([F:48])([F:47])[C:34]1[CH:42]=[C:41]([C:43]([F:46])([F:45])[F:44])[CH:40]=[CH:39][C:35]=1[C:36]([NH2:38])=[O:37].C([O-])([O-])=O.[K+].[K+].NCCN.[OH-].[Na+].C(N(CC(O)=O)CC(O)=O)CN(CC(O)=O)CC(O)=O.